From a dataset of NCI-60 drug combinations with 297,098 pairs across 59 cell lines. Regression. Given two drug SMILES strings and cell line genomic features, predict the synergy score measuring deviation from expected non-interaction effect. (1) Drug 1: COC1=NC(=NC2=C1N=CN2C3C(C(C(O3)CO)O)O)N. Drug 2: CCN(CC)CCCC(C)NC1=C2C=C(C=CC2=NC3=C1C=CC(=C3)Cl)OC. Cell line: KM12. Synergy scores: CSS=25.4, Synergy_ZIP=-4.06, Synergy_Bliss=0.00145, Synergy_Loewe=-12.1, Synergy_HSA=0.670. (2) Drug 1: C1=CC(=C2C(=C1NCCNCCO)C(=O)C3=C(C=CC(=C3C2=O)O)O)NCCNCCO. Drug 2: C1=C(C(=O)NC(=O)N1)N(CCCl)CCCl. Cell line: NCIH23. Synergy scores: CSS=66.1, Synergy_ZIP=-2.65, Synergy_Bliss=-5.09, Synergy_Loewe=-19.2, Synergy_HSA=-1.06.